From a dataset of Full USPTO retrosynthesis dataset with 1.9M reactions from patents (1976-2016). Predict the reactants needed to synthesize the given product. (1) Given the product [N:25]1[CH:26]=[CH:27][C:22]([NH:21][C:16]2[CH:17]=[N:18][CH:19]=[C:14]([NH:13][C:5]3[CH:4]=[C:3]([O:2][CH3:1])[C:8]([O:9][CH3:10])=[C:7]([O:11][CH3:12])[CH:6]=3)[N:15]=2)=[CH:23][CH:24]=1, predict the reactants needed to synthesize it. The reactants are: [CH3:1][O:2][C:3]1[CH:4]=[C:5]([NH:13][C:14]2[CH:19]=[N:18][CH:17]=[C:16](Cl)[N:15]=2)[CH:6]=[C:7]([O:11][CH3:12])[C:8]=1[O:9][CH3:10].[NH2:21][C:22]1[CH:27]=[CH:26][N:25]=[CH:24][CH:23]=1. (2) Given the product [CH3:19][C:16]1[N:15]=[C:14]([N:20]2[CH2:25][CH2:24][CH:23]([CH3:26])[CH2:22][CH2:21]2)[C:13]([C:11]([NH:10][C:7]2[CH:8]=[CH:9][C:4]([NH:3][CH2:27][CH2:28][C:29]3[CH:34]=[CH:33][CH:32]=[CH:31][N:30]=3)=[CH:5][CH:6]=2)=[O:12])=[CH:18][N:17]=1, predict the reactants needed to synthesize it. The reactants are: C([N:3]([CH2:27][CH2:28][C:29]1[CH:34]=[CH:33][CH:32]=[CH:31][N:30]=1)[C:4]1[CH:9]=[CH:8][C:7]([NH:10][C:11]([C:13]2[C:14]([N:20]3[CH2:25][CH2:24][CH:23]([CH3:26])[CH2:22][CH2:21]3)=[N:15][C:16]([CH3:19])=[N:17][CH:18]=2)=[O:12])=[CH:6][CH:5]=1)=O.Cl.C(OCC)(=O)C.C(=O)([O-])[O-].[K+].[K+].